Task: Predict the product of the given reaction.. Dataset: Forward reaction prediction with 1.9M reactions from USPTO patents (1976-2016) (1) Given the reactants [Cl:1][C:2]1[C:3]2[C:10](I)=[CH:9][N:8]([C@H:12]3[CH2:17][CH2:16][C@@H:15]([N:18]4[CH2:23][CH2:22][N:21]([CH3:24])[CH2:20][CH2:19]4)[CH2:14][CH2:13]3)[C:4]=2[N:5]=[CH:6][N:7]=1.[C:25]1([NH:31][C:32](=[O:49])[CH2:33][C:34]2[CH:39]=[CH:38][C:37](B3OC(C)(C)C(C)(C)O3)=[CH:36][CH:35]=2)[CH:30]=[CH:29][CH:28]=[CH:27][CH:26]=1.O.C(=O)([O-])[O-].[Na+].[Na+], predict the reaction product. The product is: [C:25]1([NH:31][C:32](=[O:49])[CH2:33][C:34]2[CH:39]=[CH:38][C:37]([C:10]3[C:3]4[C:2]([Cl:1])=[N:7][CH:6]=[N:5][C:4]=4[N:8]([CH:12]4[CH2:17][CH2:16][CH:15]([N:18]5[CH2:23][CH2:22][N:21]([CH3:24])[CH2:20][CH2:19]5)[CH2:14][CH2:13]4)[CH:9]=3)=[CH:36][CH:35]=2)[CH:26]=[CH:27][CH:28]=[CH:29][CH:30]=1. (2) Given the reactants [NH2:1][C:2]1[CH:3]=[C:4]2[C:8](=[CH:9][CH:10]=1)[N:7]([C:11]1[CH:21]=[CH:20][C:14]([C:15]([O:17][CH2:18][CH3:19])=[O:16])=[CH:13][CH:12]=1)[N:6]=[CH:5]2.[OH:22][CH:23]1[CH2:28][CH2:27][N:26]([C:29]2[CH:37]=[CH:36][C:32]([C:33](O)=[O:34])=[CH:31][CH:30]=2)[CH2:25][CH2:24]1, predict the reaction product. The product is: [OH:22][CH:23]1[CH2:24][CH2:25][N:26]([C:29]2[CH:37]=[CH:36][C:32]([C:33]([NH:1][C:2]3[CH:3]=[C:4]4[C:8](=[CH:9][CH:10]=3)[N:7]([C:11]3[CH:12]=[CH:13][C:14]([C:15]([O:17][CH2:18][CH3:19])=[O:16])=[CH:20][CH:21]=3)[N:6]=[CH:5]4)=[O:34])=[CH:31][CH:30]=2)[CH2:27][CH2:28]1. (3) Given the reactants [F:1][C:2]1[CH:22]=[CH:21][C:5]([CH2:6][N:7]2[C:15]3[C:10](=[CH:11][CH:12]=[CH:13][CH:14]=3)[C:9]([C:16](=[O:20])[C:17](Cl)=[O:18])=[CH:8]2)=[CH:4][CH:3]=1.[NH2:23][C:24]1[S:25][CH:26]=[N:27][N:28]=1, predict the reaction product. The product is: [S:25]1[CH:26]=[N:27][N:28]=[C:24]1[NH:23][C:17](=[O:18])[C:16]([C:9]1[C:10]2[C:15](=[CH:14][CH:13]=[CH:12][CH:11]=2)[N:7]([CH2:6][C:5]2[CH:21]=[CH:22][C:2]([F:1])=[CH:3][CH:4]=2)[CH:8]=1)=[O:20].